Dataset: Forward reaction prediction with 1.9M reactions from USPTO patents (1976-2016). Task: Predict the product of the given reaction. (1) Given the reactants [F:1][C:2]1[CH:3]=[C:4]2[C:9](=[CH:10][CH:11]=1)[N:8]=[C:7]([O:12][CH3:13])[C:6]([NH:14][C:15](=[O:19])OCC)=[N:5]2.[C:20]([C:23]1[CH:28]=[CH:27][C:26]([N:29]2[CH2:34][CH2:33][NH:32][CH2:31][CH2:30]2)=[CH:25][CH:24]=1)(=[O:22])[CH3:21], predict the reaction product. The product is: [F:1][C:2]1[CH:3]=[C:4]2[C:9](=[CH:10][CH:11]=1)[N:8]=[C:7]([O:12][CH3:13])[C:6]([NH:14][C:15]([N:32]1[CH2:31][CH2:30][N:29]([C:26]3[CH:25]=[CH:24][C:23]([C:20](=[O:22])[CH3:21])=[CH:28][CH:27]=3)[CH2:34][CH2:33]1)=[O:19])=[N:5]2. (2) Given the reactants [O:1]=[C:2]1[NH:6][NH:5][C:4]([CH2:7][C:8]([O:10]CC)=[O:9])=[CH:3]1.CO.O.[OH-].[Na+], predict the reaction product. The product is: [O:1]=[C:2]1[NH:6][NH:5][C:4]([CH2:7][C:8]([OH:10])=[O:9])=[CH:3]1. (3) The product is: [C:8]([O:9][CH2:10][C:5]([CH2:13][O:14][CH3:15])([CH2:1][CH:2]([CH3:3])[CH3:4])[CH2:6][OH:7])([CH3:16])([CH3:12])[CH3:11]. Given the reactants [CH2:1]([C:5]1([CH2:13][O:14][CH3:15])[CH2:10][O:9][C:8]([CH3:12])([CH3:11])[O:7][CH2:6]1)[CH:2]([CH3:4])[CH3:3].[CH2:16](OCC)C.C[Mg]I.CCCCCC.C(OCC)(=O)C, predict the reaction product. (4) Given the reactants [F:1][C:2]1[CH:7]=[CH:6][C:5]([C:8]2[CH:9]=[CH:10][C:11]3[N:12]([N:14]=[CH:15][C:16]=3[C:17]3[CH:22]=[CH:21][N:20]=[C:19](SC)[N:18]=3)[N:13]=2)=[CH:4][CH:3]=1.OOS([O-])=O.[K+].CC(O)C.[CH3:35][O:36][C:37]1[CH:43]=[CH:42][C:40]([NH2:41])=[CH:39][CH:38]=1, predict the reaction product. The product is: [F:1][C:2]1[CH:7]=[CH:6][C:5]([C:8]2[CH:9]=[CH:10][C:11]3[N:12]([N:14]=[CH:15][C:16]=3[C:17]3[CH:22]=[CH:21][N:20]=[C:19]([NH:41][C:40]4[CH:42]=[CH:43][C:37]([O:36][CH3:35])=[CH:38][CH:39]=4)[N:18]=3)[N:13]=2)=[CH:4][CH:3]=1. (5) Given the reactants [CH3:1][O:2][CH2:3][C:4]1[CH:5]=[N:6][N:7]([CH3:9])[CH:8]=1.O1CCCC1.C([Li])CCC.CCCCCC.C(O[B:30]1[O:34][C:33]([CH3:36])([CH3:35])[C:32]([CH3:38])([CH3:37])[O:31]1)(C)C, predict the reaction product. The product is: [CH3:1][O:2][CH2:3][C:4]1[CH:5]=[N:6][N:7]([CH3:9])[C:8]=1[B:30]1[O:34][C:33]([CH3:36])([CH3:35])[C:32]([CH3:38])([CH3:37])[O:31]1. (6) Given the reactants [OH:1][C:2]1[C:11]([CH:12]=[O:13])=[CH:10][C:9]([N+:14]([O-:16])=[O:15])=[C:8]2[C:3]=1[CH:4]=[CH:5][C:6]([CH3:18])([CH3:17])[O:7]2.[C:19]([O-])([O-])=O.[K+].[K+].CI, predict the reaction product. The product is: [CH3:19][O:1][C:2]1[C:11]([CH:12]=[O:13])=[CH:10][C:9]([N+:14]([O-:16])=[O:15])=[C:8]2[C:3]=1[CH:4]=[CH:5][C:6]([CH3:18])([CH3:17])[O:7]2. (7) Given the reactants [CH2:1]([O:8][C:9](=[O:17])[N:10]([CH2:14][CH:15]=O)[CH2:11][CH:12]=O)[C:2]1[CH:7]=[CH:6][CH:5]=[CH:4][CH:3]=1.Cl.[CH3:19][C:20]([NH2:24])([CH3:23])[CH2:21][F:22].ClC(Cl)C.C(O[BH-](OC(=O)C)OC(=O)C)(=O)C.[Na+], predict the reaction product. The product is: [CH2:1]([O:8][C:9]([N:10]1[CH2:14][CH2:15][N:24]([C:20]([CH3:23])([CH3:19])[CH2:21][F:22])[CH2:12][CH2:11]1)=[O:17])[C:2]1[CH:7]=[CH:6][CH:5]=[CH:4][CH:3]=1. (8) Given the reactants CCCC[N+](CCCC)(CCCC)CCCC.[F-].[Si]([O:26][CH2:27][CH2:28][C:29]1[CH:30]=[C:31]([CH2:34][N:35]2[CH2:51][CH2:50][C:38]3([O:43][CH2:42][CH2:41][N:40]([C:44](=[O:49])[C:45]([F:48])([F:47])[F:46])[CH2:39]3)[CH2:37][CH2:36]2)[S:32][CH:33]=1)(C(C)(C)C)(C)C, predict the reaction product. The product is: [F:48][C:45]([F:46])([F:47])[C:44]([N:40]1[CH2:39][C:38]2([CH2:37][CH2:36][N:35]([CH2:34][C:31]3[S:32][CH:33]=[C:29]([CH2:28][CH2:27][OH:26])[CH:30]=3)[CH2:51][CH2:50]2)[O:43][CH2:42][CH2:41]1)=[O:49]. (9) The product is: [O:1]=[C:2]1[CH2:7][CH2:6][CH:5]([O:8][CH2:9][CH:10]2[CH2:15][CH2:14][N:13]([C:16]([O:18][C:19]([CH3:22])([CH3:21])[CH3:20])=[O:17])[CH2:12][CH2:11]2)[CH2:4][CH2:3]1. Given the reactants [OH:1][CH:2]1[CH2:7][CH2:6][CH:5]([O:8][CH2:9][CH:10]2[CH2:15][CH2:14][N:13]([C:16]([O:18][C:19]([CH3:22])([CH3:21])[CH3:20])=[O:17])[CH2:12][CH2:11]2)[CH2:4][CH2:3]1.OCC1CCN(C(OC(C)(C)C)=O)CC1, predict the reaction product. (10) Given the reactants [NH2:1][C:2](=O)[CH:3]([NH:13][C:14](=O)[CH2:15][C:16](O)([CH3:18])[CH3:17])[C:4]1[CH:9]=[C:8]([Cl:10])[CH:7]=[CH:6][C:5]=1[O:11][CH3:12].COC1C=CC(P2(SP(C3C=CC(OC)=CC=3)(=S)S2)=[S:31])=CC=1.N1C=CC=CC=1, predict the reaction product. The product is: [Cl:10][C:8]1[CH:7]=[CH:6][C:5]([O:11][CH3:12])=[C:4]([C:3]2[N:13]=[C:14]([CH:15]=[C:16]([CH3:18])[CH3:17])[S:31][C:2]=2[NH2:1])[CH:9]=1.